Dataset: Peptide-MHC class II binding affinity with 134,281 pairs from IEDB. Task: Regression. Given a peptide amino acid sequence and an MHC pseudo amino acid sequence, predict their binding affinity value. This is MHC class II binding data. The peptide sequence is EAMSQVTNSATIMMQR. The MHC is HLA-DQA10501-DQB10301 with pseudo-sequence HLA-DQA10501-DQB10301. The binding affinity (normalized) is 0.582.